Predict which catalyst facilitates the given reaction. From a dataset of Catalyst prediction with 721,799 reactions and 888 catalyst types from USPTO. (1) Reactant: [Cl:1][C:2]1[CH:22]=[CH:21][C:5]([O:6][CH2:7][CH2:8][CH2:9][O:10][NH:11][C:12]([NH:14][C:15]([NH:17][CH:18]([CH3:20])[CH3:19])=[NH:16])=[NH:13])=[CH:4][CH:3]=1.[C:23]([OH:30])(=[O:29])[CH2:24][CH2:25][C:26]([OH:28])=[O:27].O. Product: [C:23]([OH:30])(=[O:29])[CH2:24][CH2:25][C:26]([OH:28])=[O:27].[Cl:1][C:2]1[CH:3]=[CH:4][C:5]([O:6][CH2:7][CH2:8][CH2:9][O:10][NH:11][C:12]([NH:14][C:15]([NH:17][CH:18]([CH3:19])[CH3:20])=[NH:16])=[NH:13])=[CH:21][CH:22]=1.[Cl:1][C:2]1[CH:3]=[CH:4][C:5]([O:6][CH2:7][CH2:8][CH2:9][O:10][NH:11][C:12]([NH:14][C:15]([NH:17][CH:18]([CH3:19])[CH3:20])=[NH:16])=[NH:13])=[CH:21][CH:22]=1. The catalyst class is: 8. (2) Reactant: CC(OI1(OC(C)=O)(OC(C)=O)OC(=O)C2C=CC=CC1=2)=O.[Br:23][C:24]1[CH:54]=[CH:53][C:27]([CH2:28][CH:29]([NH:42][C:43](=[O:52])[O:44][CH2:45][C:46]2[CH:51]=[CH:50][CH:49]=[CH:48][CH:47]=2)[C:30]([NH:32][CH2:33][CH:34]([OH:41])[CH2:35][C:36]([CH3:40])([CH3:39])[CH2:37][CH3:38])=[O:31])=[CH:26][CH:25]=1. Product: [Br:23][C:24]1[CH:25]=[CH:26][C:27]([CH2:28][CH:29]([NH:42][C:43](=[O:52])[O:44][CH2:45][C:46]2[CH:47]=[CH:48][CH:49]=[CH:50][CH:51]=2)[C:30]([NH:32][CH2:33][C:34](=[O:41])[CH2:35][C:36]([CH3:39])([CH3:40])[CH2:37][CH3:38])=[O:31])=[CH:53][CH:54]=1. The catalyst class is: 2. (3) Reactant: [OH-].[K+].[CH3:3][C:4]1([CH3:36])[CH2:7][C:6]([C:14]2[CH:23]=[C:22]([O:24][CH2:25][C:26]3[CH:35]=[CH:34][C:33]4[C:28](=[CH:29][CH:30]=[CH:31][CH:32]=4)[N:27]=3)[CH:21]=[CH:20][C:15]=2[C:16]([NH:18][NH2:19])=O)([C:8]2[CH:13]=[CH:12][CH:11]=[CH:10][CH:9]=2)[CH2:5]1.[C:37](=[S:39])=[S:38].IC.[C:42]1(C)C=CC(S(O)(=O)=O)=CC=1. Product: [CH3:36][C:4]1([CH3:3])[CH2:7][C:6]([C:14]2[CH:23]=[C:22]([CH:21]=[CH:20][C:15]=2[C:16]2[S:38][C:37]([S:39][CH3:42])=[N:19][N:18]=2)[O:24][CH2:25][C:26]2[CH:35]=[CH:34][C:33]3[C:28](=[CH:29][CH:30]=[CH:31][CH:32]=3)[N:27]=2)([C:8]2[CH:9]=[CH:10][CH:11]=[CH:12][CH:13]=2)[CH2:5]1. The catalyst class is: 24.